Regression. Given two drug SMILES strings and cell line genomic features, predict the synergy score measuring deviation from expected non-interaction effect. From a dataset of NCI-60 drug combinations with 297,098 pairs across 59 cell lines. Cell line: HL-60(TB). Synergy scores: CSS=33.7, Synergy_ZIP=-9.82, Synergy_Bliss=-1.48, Synergy_Loewe=-38.6, Synergy_HSA=2.72. Drug 2: C1C(C(OC1N2C=NC(=NC2=O)N)CO)O. Drug 1: CN(C(=O)NC(C=O)C(C(C(CO)O)O)O)N=O.